From a dataset of Forward reaction prediction with 1.9M reactions from USPTO patents (1976-2016). Predict the product of the given reaction. (1) Given the reactants O.C(O)(C)C.[CH:6]([N:8]1[CH2:12][CH2:11][CH2:10][C:9]1=[O:13])=[CH2:7].[C:14]([O:17][CH:18]=[CH2:19])(=[O:16])[CH3:15].O, predict the reaction product. The product is: [CH:6]([N:8]1[CH2:12][CH2:11][CH2:10][C:9]1=[O:13])=[CH2:7].[C:14]([O:17][CH:18]=[CH2:19])(=[O:16])[CH3:15]. (2) Given the reactants [F:1][C:2]([F:12])([F:11])[C:3]1[N:4]=[C:5]([C:8]([OH:10])=O)[S:6][CH:7]=1.[NH2:13][C:14]1[C:19]([Cl:20])=[C:18]([O:21][CH3:22])[CH:17]=[CH:16][C:15]=1[C:23](=[O:25])[CH3:24].C(C1C(NC(C2SCC(C(F)(F)F)N=2)=O)=C(C)C(OC)=CC=1)(=O)C, predict the reaction product. The product is: [C:23]([C:15]1[C:14]([NH:13][C:8]([C:5]2[S:6][CH:7]=[C:3]([C:2]([F:1])([F:12])[F:11])[N:4]=2)=[O:10])=[C:19]([Cl:20])[C:18]([O:21][CH3:22])=[CH:17][CH:16]=1)(=[O:25])[CH3:24]. (3) Given the reactants [N:1]1[CH:6]=[CH:5][CH:4]=[N:3][C:2]=1[CH2:7][CH:8]1[CH2:13][CH2:12][CH2:11][N:10](C(OC(C)(C)C)=O)[CH2:9]1.Cl, predict the reaction product. The product is: [NH:10]1[CH2:11][CH2:12][CH2:13][CH:8]([CH2:7][C:2]2[N:1]=[CH:6][CH:5]=[CH:4][N:3]=2)[CH2:9]1. (4) Given the reactants [CH2:1]([O:5][C:6]1[CH2:11][CH2:10][CH2:9][C:8](=[O:12])[CH:7]=1)[CH:2]([CH3:4])[CH3:3].CN(P(N(C)C)(N(C)C)=O)C.C([N-]C(C)C)(C)C.[Li+].Cl[CH2:33][O:34][CH2:35][C:36]1[CH:41]=[CH:40][CH:39]=[CH:38][CH:37]=1, predict the reaction product. The product is: [CH2:35]([O:34][CH2:33][CH:9]1[C:8](=[O:12])[CH:7]=[C:6]([O:5][CH2:1][CH:2]([CH3:4])[CH3:3])[CH2:11][CH2:10]1)[C:36]1[CH:41]=[CH:40][CH:39]=[CH:38][CH:37]=1. (5) Given the reactants FC(F)(F)C(O)=O.[CH2:8]([C:10]1[C:18]2[C:13](=[CH:14][CH:15]=[CH:16][CH:17]=2)[N:12]([C:19]2[N:23]=[C:22]([CH:24]3[CH2:29][CH2:28][NH:27][CH2:26][CH2:25]3)[O:21][N:20]=2)[N:11]=1)[CH3:9].I[CH2:31][C@@H:32]1[CH2:36][CH2:35][N:34]([C:37]([O:39][C:40]([CH3:43])([CH3:42])[CH3:41])=[O:38])[CH2:33]1.C(=O)([O-])[O-].[K+].[K+].O, predict the reaction product. The product is: [CH2:8]([C:10]1[C:18]2[C:13](=[CH:14][CH:15]=[CH:16][CH:17]=2)[N:12]([C:19]2[N:23]=[C:22]([CH:24]3[CH2:29][CH2:28][N:27]([CH2:31][C@@H:32]4[CH2:36][CH2:35][N:34]([C:37]([O:39][C:40]([CH3:41])([CH3:43])[CH3:42])=[O:38])[CH2:33]4)[CH2:26][CH2:25]3)[O:21][N:20]=2)[N:11]=1)[CH3:9].